Task: Regression. Given two drug SMILES strings and cell line genomic features, predict the synergy score measuring deviation from expected non-interaction effect.. Dataset: NCI-60 drug combinations with 297,098 pairs across 59 cell lines (1) Drug 1: CC12CCC(CC1=CCC3C2CCC4(C3CC=C4C5=CN=CC=C5)C)O. Drug 2: CCCCC(=O)OCC(=O)C1(CC(C2=C(C1)C(=C3C(=C2O)C(=O)C4=C(C3=O)C=CC=C4OC)O)OC5CC(C(C(O5)C)O)NC(=O)C(F)(F)F)O. Cell line: HCT-15. Synergy scores: CSS=9.58, Synergy_ZIP=-0.0622, Synergy_Bliss=2.75, Synergy_Loewe=1.78, Synergy_HSA=0.448. (2) Drug 1: C1CCN(CC1)CCOC2=CC=C(C=C2)C(=O)C3=C(SC4=C3C=CC(=C4)O)C5=CC=C(C=C5)O. Drug 2: COC1=C2C(=CC3=C1OC=C3)C=CC(=O)O2. Cell line: MDA-MB-231. Synergy scores: CSS=-3.63, Synergy_ZIP=4.73, Synergy_Bliss=3.57, Synergy_Loewe=0.0206, Synergy_HSA=-2.22. (3) Drug 1: C1=CC=C(C=C1)NC(=O)CCCCCCC(=O)NO. Drug 2: C1CNP(=O)(OC1)N(CCCl)CCCl. Cell line: UO-31. Synergy scores: CSS=-2.32, Synergy_ZIP=2.31, Synergy_Bliss=3.53, Synergy_Loewe=-2.88, Synergy_HSA=-1.86. (4) Drug 1: CS(=O)(=O)CCNCC1=CC=C(O1)C2=CC3=C(C=C2)N=CN=C3NC4=CC(=C(C=C4)OCC5=CC(=CC=C5)F)Cl. Drug 2: CN1C=C(C=N1)C2=C3N=C(C(=C(N3N=C2)N)Br)C4CCCNC4. Cell line: HCT116. Synergy scores: CSS=30.2, Synergy_ZIP=-0.109, Synergy_Bliss=3.36, Synergy_Loewe=4.69, Synergy_HSA=6.30. (5) Drug 1: CC(C1=C(C=CC(=C1Cl)F)Cl)OC2=C(N=CC(=C2)C3=CN(N=C3)C4CCNCC4)N. Drug 2: CC1=CC=C(C=C1)C2=CC(=NN2C3=CC=C(C=C3)S(=O)(=O)N)C(F)(F)F. Cell line: PC-3. Synergy scores: CSS=6.41, Synergy_ZIP=-1.99, Synergy_Bliss=0.947, Synergy_Loewe=1.66, Synergy_HSA=1.67. (6) Drug 1: C1=CN(C(=O)N=C1N)C2C(C(C(O2)CO)O)O.Cl. Drug 2: C1=NC2=C(N=C(N=C2N1C3C(C(C(O3)CO)O)O)F)N. Cell line: OVCAR3. Synergy scores: CSS=27.3, Synergy_ZIP=3.34, Synergy_Bliss=7.25, Synergy_Loewe=-3.93, Synergy_HSA=3.36. (7) Drug 1: CC1=C(C(CCC1)(C)C)C=CC(=CC=CC(=CC(=O)O)C)C. Drug 2: COCCOC1=C(C=C2C(=C1)C(=NC=N2)NC3=CC=CC(=C3)C#C)OCCOC.Cl. Cell line: A498. Synergy scores: CSS=22.5, Synergy_ZIP=1.81, Synergy_Bliss=1.75, Synergy_Loewe=-0.310, Synergy_HSA=2.87. (8) Drug 1: CC1=C(C(=O)C2=C(C1=O)N3CC4C(C3(C2COC(=O)N)OC)N4)N. Drug 2: C(CN)CNCCSP(=O)(O)O. Cell line: IGROV1. Synergy scores: CSS=16.3, Synergy_ZIP=-4.71, Synergy_Bliss=-0.164, Synergy_Loewe=-64.5, Synergy_HSA=-0.00579. (9) Drug 1: COC1=C(C=C2C(=C1)N=CN=C2NC3=CC(=C(C=C3)F)Cl)OCCCN4CCOCC4. Drug 2: CC(CN1CC(=O)NC(=O)C1)N2CC(=O)NC(=O)C2. Cell line: MCF7. Synergy scores: CSS=30.1, Synergy_ZIP=-6.92, Synergy_Bliss=0.975, Synergy_Loewe=2.08, Synergy_HSA=3.82.